This data is from Full USPTO retrosynthesis dataset with 1.9M reactions from patents (1976-2016). The task is: Predict the reactants needed to synthesize the given product. (1) Given the product [OH:33][CH2:32][CH2:34][NH:35][C:3](=[O:31])[C:4]1[CH:5]=[CH:6][C:7]([C:10]2[CH:15]=[CH:14][C:13]([O:16][CH:17]3[CH2:18][N:19]([CH2:21][C:22]4[CH:23]=[CH:24][C:25]([CH:28]([CH3:29])[CH3:30])=[CH:26][CH:27]=4)[CH2:20]3)=[CH:12][N:11]=2)=[CH:8][CH:9]=1, predict the reactants needed to synthesize it. The reactants are: CO[C:3](=[O:31])[C:4]1[CH:9]=[CH:8][C:7]([C:10]2[CH:15]=[CH:14][C:13]([O:16][CH:17]3[CH2:20][N:19]([CH2:21][C:22]4[CH:27]=[CH:26][C:25]([CH:28]([CH3:30])[CH3:29])=[CH:24][CH:23]=4)[CH2:18]3)=[CH:12][N:11]=2)=[CH:6][CH:5]=1.[CH2:32]([CH2:34][NH2:35])[OH:33]. (2) Given the product [CH3:23][C:18]1([CH3:24])[C:19]([CH3:22])([CH3:21])[O:20][B:16]([C:2]2[CH:3]=[C:4]([N:8]3[CH2:14][CH:13]4[O:15][CH:10]([CH2:11][CH2:12]4)[CH2:9]3)[CH:5]=[CH:6][CH:7]=2)[O:17]1, predict the reactants needed to synthesize it. The reactants are: Br[C:2]1[CH:3]=[C:4]([N:8]2[CH2:14][CH:13]3[O:15][CH:10]([CH2:11][CH2:12]3)[CH2:9]2)[CH:5]=[CH:6][CH:7]=1.[B:16]1([B:16]2[O:20][C:19]([CH3:22])([CH3:21])[C:18]([CH3:24])([CH3:23])[O:17]2)[O:20][C:19]([CH3:22])([CH3:21])[C:18]([CH3:24])([CH3:23])[O:17]1.C(Cl)Cl.C([O-])(=O)C.[K+]. (3) Given the product [CH2:1]([N:8]1[C:16]2[C:11](=[CH:12][CH:13]=[CH:14][CH:15]=2)[C:10]([C:17]([OH:27])=[O:18])=[C:9]1[CH:19]([CH3:21])[CH3:20])[C:2]1[CH:3]=[CH:4][CH:5]=[CH:6][CH:7]=1, predict the reactants needed to synthesize it. The reactants are: [CH2:1]([N:8]1[C:16]2[C:11](=[CH:12][CH:13]=[CH:14][CH:15]=2)[C:10]([CH:17]=[O:18])=[C:9]1[CH:19]([CH3:21])[CH3:20])[C:2]1[CH:7]=[CH:6][CH:5]=[CH:4][CH:3]=1.CC(=CC)C.[OH:27]P([O-])(O)=O.[K+].Cl([O-])=O.[Na+]. (4) Given the product [CH3:17][C:3]1[N:4]=[C:5]2[N:9]([C:10](=[O:11])[C:2]=1[C:24]1[CH:23]=[CH:22][C:21]([O:20][C:19]([F:18])([F:30])[F:31])=[CH:26][CH:25]=1)[C:8]1[CH:12]=[CH:13][CH:14]=[CH:15][C:7]=1[N:6]2[CH3:16], predict the reactants needed to synthesize it. The reactants are: I[C:2]1[C:10](=[O:11])[N:9]2[C:5]([N:6]([CH3:16])[C:7]3[CH:15]=[CH:14][CH:13]=[CH:12][C:8]=32)=[N:4][C:3]=1[CH3:17].[F:18][C:19]([F:31])([F:30])[O:20][C:21]1[CH:26]=[CH:25][C:24](B(O)O)=[CH:23][CH:22]=1.C([O-])([O-])=O.[Na+].[Na+].C(O)C. (5) Given the product [OH:8][N:9]1[C:14]2[N:15]=[CH:16][N:17]=[C:18]([CH3:19])[C:13]=2[C:12]([NH:20][CH2:21][C:22]2[CH:23]=[N:24][C:25]([CH3:28])=[CH:26][CH:27]=2)=[CH:11][C:10]1=[O:29], predict the reactants needed to synthesize it. The reactants are: C([O:8][N:9]1[C:14]2[N:15]=[CH:16][N:17]=[C:18]([CH3:19])[C:13]=2[C:12]([NH:20][CH2:21][C:22]2[CH:23]=[N:24][C:25]([CH3:28])=[CH:26][CH:27]=2)=[CH:11][C:10]1=[O:29])C1C=CC=CC=1.CO.[H][H]. (6) Given the product [Br:18][C:6]1[CH:7]=[C:8]([CH:12]([CH3:14])[CH3:13])[N:9]=[C:10]2[C:5]=1[CH:4]=[CH:3][C:2]([NH2:1])=[N:11]2, predict the reactants needed to synthesize it. The reactants are: [NH2:1][C:2]1[N:11]=[C:10]2[C:5]([C:6](=O)[CH:7]=[C:8]([CH:12]([CH3:14])[CH3:13])[NH:9]2)=[CH:4][CH:3]=1.P(Br)(Br)([Br:18])=O.C(=O)(O)[O-].[Na+]. (7) Given the product [CH3:24][C:14]1[NH:15][C:16]2[C:17]([N:13]=1)=[N:18][C:19]([C:22]#[N:23])=[CH:20][CH:21]=2, predict the reactants needed to synthesize it. The reactants are: BrC1C2C(=CC=CC=2)C=CC=1C[N:13]1[C:17]2=[N:18][C:19]([C:22]#[N:23])=[CH:20][CH:21]=[C:16]2[N:15]=[C:14]1[CH3:24].BrC1C2C(=CC=CC=2)C=CC=1CN1C2C(=NC(C#N)=CC=2)N=C1C. (8) Given the product [CH3:13][N:14]1[CH2:15][CH:16]=[C:17]([C:20]2[C:28]3[C:23](=[CH:24][CH:25]=[C:26]([O:29][S:9]([C:3]4[C:4]([F:8])=[CH:5][CH:6]=[CH:7][C:2]=4[F:1])(=[O:11])=[O:10])[CH:27]=3)[NH:22][CH:21]=2)[CH2:18][CH2:19]1, predict the reactants needed to synthesize it. The reactants are: [F:1][C:2]1[CH:7]=[CH:6][CH:5]=[C:4]([F:8])[C:3]=1[S:9](Cl)(=[O:11])=[O:10].[CH3:13][N:14]1[CH2:19][CH:18]=[C:17]([C:20]2[C:28]3[C:23](=[CH:24][CH:25]=[C:26]([OH:29])[CH:27]=3)[NH:22][CH:21]=2)[CH2:16][CH2:15]1.[OH-].[Na+]. (9) Given the product [Cl:13][C:14]1[N:19]=[CH:18][N:17]=[C:16]([C:20]([N:6]2[C:7]3[C:12](=[CH:11][CH:10]=[CH:9][CH:8]=3)[C:4]([CH3:3])=[CH:5]2)=[O:21])[CH:15]=1, predict the reactants needed to synthesize it. The reactants are: [H-].[Na+].[CH3:3][C:4]1[C:12]2[C:7](=[CH:8][CH:9]=[CH:10][CH:11]=2)[NH:6][CH:5]=1.[Cl:13][C:14]1[N:19]=[CH:18][N:17]=[C:16]([C:20](Cl)=[O:21])[CH:15]=1.CCOC(C)=O.